The task is: Predict the reactants needed to synthesize the given product.. This data is from Full USPTO retrosynthesis dataset with 1.9M reactions from patents (1976-2016). (1) Given the product [CH2:16]([O:7][C:6]([C:2]1[NH:1][CH:5]=[CH:4][CH:3]=1)=[O:8])[C:17]1[CH:22]=[CH:21][CH:20]=[CH:19][CH:18]=1, predict the reactants needed to synthesize it. The reactants are: [NH:1]1[CH:5]=[CH:4][CH:3]=[C:2]1[C:6]([OH:8])=[O:7].C(N(CC)CC)C.[CH2:16](Br)[C:17]1[CH:22]=[CH:21][CH:20]=[CH:19][CH:18]=1. (2) Given the product [Br:7][C:8]1[CH:9]=[C:10]([NH:19][S:3]([CH2:1][CH3:2])(=[O:5])=[O:4])[CH:11]=[N:12][C:13]=1[O:14][CH2:15][CH:16]1[CH2:18][CH2:17]1, predict the reactants needed to synthesize it. The reactants are: [CH2:1]([S:3](Cl)(=[O:5])=[O:4])[CH3:2].[Br:7][C:8]1[CH:9]=[C:10]([NH2:19])[CH:11]=[N:12][C:13]=1[O:14][CH2:15][CH:16]1[CH2:18][CH2:17]1.N1C=CC=CC=1.Cl.